From a dataset of Catalyst prediction with 721,799 reactions and 888 catalyst types from USPTO. Predict which catalyst facilitates the given reaction. (1) Reactant: [CH3:1][S:2]([O:5][C:6]1[CH:11]=[CH:10][CH:9]=[CH:8][C:7]=1[O:12][CH3:13])(=[O:4])=[O:3].[CH3:14][C:15]([CH3:20])=[CH:16][C:17]([OH:19])=[O:18].S(=O)(=O)(O)O. Product: [CH3:1][S:2]([O:5][C:6]1[CH:11]=[C:10]([C:15]([CH3:20])([CH3:14])[CH2:16][C:17]([OH:19])=[O:18])[CH:9]=[CH:8][C:7]=1[O:12][CH3:13])(=[O:4])=[O:3]. The catalyst class is: 6. (2) Reactant: [C:1]([O:5][C:6]([NH:8][C@@H:9]1[CH2:14][CH2:13][C@H:12]([C:15]([OH:17])=[O:16])[CH2:11][CH2:10]1)=[O:7])([CH3:4])([CH3:3])[CH3:2].[CH3:18][Si](C=[N+]=[N-])(C)C. Product: [C:1]([O:5][C:6]([NH:8][C@@H:9]1[CH2:10][CH2:11][C@H:12]([C:15]([O:17][CH3:18])=[O:16])[CH2:13][CH2:14]1)=[O:7])([CH3:4])([CH3:2])[CH3:3]. The catalyst class is: 81.